The task is: Predict the reaction yield, written as a fraction of the theoretical maximum amount of product (1.0 means a 100% yield; for example, 0.34 means a 34% yield).. This data is from Reaction yield outcomes from USPTO patents with 853,638 reactions. (1) The reactants are [F:1][C:2]1[CH:3]=[C:4]([NH:26][C:27]([NH:29][C:30](=[O:38])[CH2:31][C:32]2[CH:37]=[CH:36][CH:35]=[CH:34][CH:33]=2)=[S:28])[CH:5]=[CH:6][C:7]=1[O:8][C:9]1[CH:14]=[CH:13][N:12]=[C:11]2[CH:15]=[C:16]([C:18]([N:20]3[CH2:25][CH2:24][CH2:23][CH2:22][CH2:21]3)=[O:19])[S:17][C:10]=12.[Cl:39]CCl.Cl.CCOCC. The catalyst is C1COCC1. The product is [ClH:39].[F:1][C:2]1[CH:3]=[C:4]([NH:26][C:27]([NH:29][C:30](=[O:38])[CH2:31][C:32]2[CH:33]=[CH:34][CH:35]=[CH:36][CH:37]=2)=[S:28])[CH:5]=[CH:6][C:7]=1[O:8][C:9]1[CH:14]=[CH:13][N:12]=[C:11]2[CH:15]=[C:16]([C:18]([N:20]3[CH2:25][CH2:24][CH2:23][CH2:22][CH2:21]3)=[O:19])[S:17][C:10]=12. The yield is 0.650. (2) The reactants are C[O:2][C:3]([C:5]1[S:6][C:7]([C:10]2[O:14][N:13]=[C:12]([C:15]3[N:20]=[C:19]([NH2:21])[N:18]=[C:17]([N:22]([CH3:29])[C:23]4[CH:28]=[CH:27][CH:26]=[CH:25][CH:24]=4)[N:16]=3)[N:11]=2)=[CH:8][CH:9]=1)=[O:4].[OH-].[Na+].Cl. The catalyst is CO. The product is [NH2:21][C:19]1[N:18]=[C:17]([N:22]([CH3:29])[C:23]2[CH:24]=[CH:25][CH:26]=[CH:27][CH:28]=2)[N:16]=[C:15]([C:12]2[N:11]=[C:10]([C:7]3[S:6][C:5]([C:3]([OH:4])=[O:2])=[CH:9][CH:8]=3)[O:14][N:13]=2)[N:20]=1. The yield is 0.460.